From a dataset of NCI-60 drug combinations with 297,098 pairs across 59 cell lines. Regression. Given two drug SMILES strings and cell line genomic features, predict the synergy score measuring deviation from expected non-interaction effect. (1) Drug 1: CCC1=C2CN3C(=CC4=C(C3=O)COC(=O)C4(CC)O)C2=NC5=C1C=C(C=C5)O. Drug 2: CC12CCC3C(C1CCC2OP(=O)(O)O)CCC4=C3C=CC(=C4)OC(=O)N(CCCl)CCCl.[Na+]. Cell line: OVCAR-5. Synergy scores: CSS=53.8, Synergy_ZIP=-4.38, Synergy_Bliss=-4.61, Synergy_Loewe=-3.71, Synergy_HSA=-0.345. (2) Synergy scores: CSS=0.770, Synergy_ZIP=-1.55, Synergy_Bliss=-4.51, Synergy_Loewe=-2.25, Synergy_HSA=-4.27. Drug 1: CN1C2=C(C=C(C=C2)N(CCCl)CCCl)N=C1CCCC(=O)O.Cl. Drug 2: C1CNP(=O)(OC1)N(CCCl)CCCl. Cell line: MOLT-4. (3) Drug 1: CC(C1=C(C=CC(=C1Cl)F)Cl)OC2=C(N=CC(=C2)C3=CN(N=C3)C4CCNCC4)N. Drug 2: CC1OCC2C(O1)C(C(C(O2)OC3C4COC(=O)C4C(C5=CC6=C(C=C35)OCO6)C7=CC(=C(C(=C7)OC)O)OC)O)O. Cell line: A549. Synergy scores: CSS=52.3, Synergy_ZIP=1.62, Synergy_Bliss=3.57, Synergy_Loewe=4.88, Synergy_HSA=6.35. (4) Drug 1: CC1=CC2C(CCC3(C2CCC3(C(=O)C)OC(=O)C)C)C4(C1=CC(=O)CC4)C. Drug 2: C1=CC=C(C(=C1)C(C2=CC=C(C=C2)Cl)C(Cl)Cl)Cl. Cell line: COLO 205. Synergy scores: CSS=-1.91, Synergy_ZIP=0.112, Synergy_Bliss=-4.15, Synergy_Loewe=-6.19, Synergy_HSA=-5.53. (5) Drug 1: CC1CCC2CC(C(=CC=CC=CC(CC(C(=O)C(C(C(=CC(C(=O)CC(OC(=O)C3CCCCN3C(=O)C(=O)C1(O2)O)C(C)CC4CCC(C(C4)OC)OCCO)C)C)O)OC)C)C)C)OC. Drug 2: CCCCC(=O)OCC(=O)C1(CC(C2=C(C1)C(=C3C(=C2O)C(=O)C4=C(C3=O)C=CC=C4OC)O)OC5CC(C(C(O5)C)O)NC(=O)C(F)(F)F)O. Cell line: CAKI-1. Synergy scores: CSS=55.0, Synergy_ZIP=4.25, Synergy_Bliss=3.97, Synergy_Loewe=3.60, Synergy_HSA=3.46.